Task: Regression. Given a peptide amino acid sequence and an MHC pseudo amino acid sequence, predict their binding affinity value. This is MHC class I binding data.. Dataset: Peptide-MHC class I binding affinity with 185,985 pairs from IEDB/IMGT (1) The peptide sequence is LLQEKYGLI. The MHC is HLA-B15:01 with pseudo-sequence HLA-B15:01. The binding affinity (normalized) is 0.0847. (2) The peptide sequence is HLPLHPAAM. The MHC is Patr-A0701 with pseudo-sequence Patr-A0701. The binding affinity (normalized) is 0.0558. (3) The peptide sequence is VSDGGPNLY. The MHC is HLA-B15:17 with pseudo-sequence HLA-B15:17. The binding affinity (normalized) is 0.514. (4) The peptide sequence is WESGAVLCV. The MHC is HLA-A01:01 with pseudo-sequence HLA-A01:01. The binding affinity (normalized) is 0.0847. (5) The peptide sequence is VPMEKLKAL. The MHC is HLA-B54:01 with pseudo-sequence HLA-B54:01. The binding affinity (normalized) is 0.134.